From a dataset of Reaction yield outcomes from USPTO patents with 853,638 reactions. Predict the reaction yield, written as a fraction of the theoretical maximum amount of product (1.0 means a 100% yield; for example, 0.34 means a 34% yield). (1) The reactants are C1(P(C2C=CC=CC=2)(S)=[S:8])C=CC=CC=1.[CH2:16]([O:18][C:19](=[O:24])[CH:20]([C:22]#[N:23])[CH3:21])[CH3:17].CCOC(C)=O. The catalyst is C(O)(C)C. The product is [NH2:23][C:22](=[S:8])[CH:20]([CH3:21])[C:19]([O:18][CH2:16][CH3:17])=[O:24]. The yield is 0.548. (2) The reactants are [Cl:1][C:2]1[C:3]([C:22](=[O:32])[N:23]([CH2:28][CH2:29][CH2:30][CH3:31])[CH2:24][CH2:25][CH2:26][CH3:27])=[N:4][N:5]([C:8]2[CH:16]=[CH:15][C:11]([C:12]([OH:14])=O)=[CH:10][C:9]=2[C:17]([O:19][CH2:20][CH3:21])=[O:18])[C:6]=1[CH3:7].[CH2:33]([N:35]1[C:43]2[C:38](=[CH:39][C:40]([S:44]([NH2:47])(=[O:46])=[O:45])=[CH:41][CH:42]=2)[CH2:37][CH2:36]1)[CH3:34]. No catalyst specified. The product is [Cl:1][C:2]1[C:3]([C:22](=[O:32])[N:23]([CH2:24][CH2:25][CH2:26][CH3:27])[CH2:28][CH2:29][CH2:30][CH3:31])=[N:4][N:5]([C:8]2[CH:16]=[CH:15][C:11]([C:12](=[O:14])[NH:47][S:44]([C:40]3[CH:39]=[C:38]4[C:43](=[CH:42][CH:41]=3)[N:35]([CH2:33][CH3:34])[CH2:36][CH2:37]4)(=[O:46])=[O:45])=[CH:10][C:9]=2[C:17]([O:19][CH2:20][CH3:21])=[O:18])[C:6]=1[CH3:7]. The yield is 0.270. (3) The reactants are [NH2:1][CH:2]([CH2:12]CC1C=CC(C(C)(C)C)=CC=1)[CH:3]([C:5]1[CH:10]=[CH:9][C:8]([F:11])=[CH:7][CH:6]=1)[OH:4].[C:24]1([C:35]([OH:37])=O)[CH:25]=[CH:26][CH:27]=[C:28]2[CH2:34][CH2:33][CH2:32][CH:31]=[CH:30][C:29]=12.O.ON1[C:44]2[CH:45]=[CH:46][CH:47]=[CH:48][C:43]=2N=N1.Cl.C(N=C=N[CH2:55][CH2:56][CH2:57]N(C)C)C.[C:61](#N)C. The catalyst is C(OCC)(=O)C. The product is [C:56]([C:43]1[CH:48]=[CH:47][C:46]([CH2:12][CH:2]([NH:1][C:35]([C:24]2[CH:25]=[CH:26][CH:27]=[C:28]3[CH2:34][CH2:33][CH2:32][CH:31]=[CH:30][C:29]=23)=[O:37])[CH:3]([C:5]2[CH:10]=[CH:9][C:8]([F:11])=[CH:7][CH:6]=2)[OH:4])=[CH:45][CH:44]=1)([CH3:57])([CH3:61])[CH3:55]. The yield is 0.670. (4) The reactants are C([Si](C)(C)[O:6][C@H:7]1[CH2:12][CH2:11][CH2:10][C@H:9]([NH:13][CH2:14][CH2:15][C:16]2[CH:31]=[CH:30][C:19]([O:20][C:21]3[CH:29]=[CH:28][C:24]([C:25]([NH2:27])=[O:26])=[CH:23][N:22]=3)=[CH:18][CH:17]=2)[CH2:8]1)(C)(C)C.[F-].CCCC[N+](CCCC)(CCCC)CCCC.[F-]. The catalyst is C1COCC1. The product is [OH:6][C@H:7]1[CH2:12][CH2:11][CH2:10][C@H:9]([NH:13][CH2:14][CH2:15][C:16]2[CH:31]=[CH:30][C:19]([O:20][C:21]3[CH:29]=[CH:28][C:24]([C:25]([NH2:27])=[O:26])=[CH:23][N:22]=3)=[CH:18][CH:17]=2)[CH2:8]1. The yield is 0.880. (5) The reactants are C(N(C(C)C)CC)(C)C.[Br:10][C:11]1[CH:12]=[C:13]([CH:17]=[CH:18][C:19]=1[F:20])[C:14]([OH:16])=O.Cl.[CH3:22][O:23][C:24](=[O:30])[C@H:25]([C@@H:27]([CH3:29])[OH:28])[NH2:26].CCN=C=NCCCN(C)C.C1C=CC2N(O)N=NC=2C=1. The catalyst is CN(C=O)C.CCOC(C)=O. The product is [CH3:22][O:23][C:24](=[O:30])[C@@H:25]([NH:26][C:14](=[O:16])[C:13]1[CH:17]=[CH:18][C:19]([F:20])=[C:11]([Br:10])[CH:12]=1)[C@H:27]([OH:28])[CH3:29]. The yield is 1.00. (6) The reactants are CN(C(ON1N=NC2C=CC=NC1=2)=[N+](C)C)C.F[P-](F)(F)(F)(F)F.[CH3:25][C:26]1[C:34]2[C:33]([NH:35][C:36]3[C:37]([O:42][CH:43]4[CH2:48][CH2:47][O:46][CH2:45][CH2:44]4)=[N:38][CH:39]=[CH:40][CH:41]=3)=[N:32][CH:31]=[N:30][C:29]=2[S:28][C:27]=1[C:49]([OH:51])=O.CCN(C(C)C)C(C)C.[CH3:61][N:62]([CH3:67])[CH2:63][CH2:64][CH2:65][NH2:66]. The catalyst is CN(C=O)C. The product is [CH3:61][N:62]([CH3:67])[CH2:63][CH2:64][CH2:65][NH:66][C:49]([C:27]1[S:28][C:29]2[N:30]=[CH:31][N:32]=[C:33]([NH:35][C:36]3[C:37]([O:42][CH:43]4[CH2:48][CH2:47][O:46][CH2:45][CH2:44]4)=[N:38][CH:39]=[CH:40][CH:41]=3)[C:34]=2[C:26]=1[CH3:25])=[O:51]. The yield is 0.240. (7) The reactants are P(Br)(Br)[Br:2].[NH:5]1[C:14]2[C:9](=[CH:10][CH:11]=[CH:12][N:13]=2)[CH:8]=[CH:7][C:6]1=O.C(=O)(O)[O-].[Na+]. The catalyst is CN(C=O)C. The product is [Br:2][C:8]1[C:9]2[C:10](=[CH:11][CH:12]=[N:13][CH:14]=2)[N:5]=[CH:6][CH:7]=1. The yield is 0.290.